From a dataset of Full USPTO retrosynthesis dataset with 1.9M reactions from patents (1976-2016). Predict the reactants needed to synthesize the given product. (1) Given the product [Cl:1][C:2]1[C:3]([C:23]2[N:27]3[CH:28]=[CH:29][CH:30]=[CH:31][C:26]3=[N:25][CH:24]=2)=[N:4][C:5]([NH:8][C:9]2[CH:14]=[CH:13][C:12]([N:15]3[CH2:16][CH2:17][N:18]([C:71]([C@@H:69]4[CH2:68][O:67][C:66]([CH3:74])([CH3:65])[O:70]4)=[O:72])[CH2:19][CH2:20]3)=[CH:11][C:10]=2[O:21][CH3:22])=[N:6][CH:7]=1, predict the reactants needed to synthesize it. The reactants are: [Cl:1][C:2]1[C:3]([C:23]2[N:27]3[CH:28]=[CH:29][CH:30]=[CH:31][C:26]3=[N:25][CH:24]=2)=[N:4][C:5]([NH:8][C:9]2[CH:14]=[CH:13][C:12]([N:15]3[CH2:20][CH2:19][NH:18][CH2:17][CH2:16]3)=[CH:11][C:10]=2[O:21][CH3:22])=[N:6][CH:7]=1.C(N(CC)C(C)C)(C)C.CN(C(ON1N=NC2C=CC=NC1=2)=[N+](C)C)C.F[P-](F)(F)(F)(F)F.[CH3:65][C:66]1([CH3:74])[O:70][C@H:69]([C:71](O)=[O:72])[CH2:68][O:67]1. (2) Given the product [Cl:1][C:2]1[CH:3]=[CH:4][C:5]([CH2:6][C:7]2[N:8]=[C:9]([C:17]3[CH:22]=[CH:21][N:20]=[CH:19][CH:18]=3)[S:10][C:11]=2[C:12]([OH:14])=[O:13])=[CH:23][CH:24]=1, predict the reactants needed to synthesize it. The reactants are: [Cl:1][C:2]1[CH:24]=[CH:23][C:5]([CH2:6][C:7]2[N:8]=[C:9]([C:17]3[CH:22]=[CH:21][N:20]=[CH:19][CH:18]=3)[S:10][C:11]=2[C:12]([O:14]CC)=[O:13])=[CH:4][CH:3]=1.[Li+].[OH-].Cl. (3) The reactants are: Br[C:2]1[CH:3]=[CH:4][C:5]([CH2:8][N:9]2[C:30](=[O:31])[N:12]3[CH:13]=[CH:14][C:15]([C:23]4[CH:28]=[CH:27][C:26]([Cl:29])=[CH:25][CH:24]=4)=[C:16]([C:17]4[CH:22]=[CH:21][N:20]=[CH:19][CH:18]=4)[C:11]3=[N:10]2)=[N:6][CH:7]=1.[NH:32]1[CH:36]=[CH:35][CH:34]=[N:33]1.C(=O)([O-])[O-].[K+].[K+].CN(C)CCN. Given the product [N:32]1([C:2]2[CH:3]=[CH:4][C:5]([CH2:8][N:9]3[C:30](=[O:31])[N:12]4[CH:13]=[CH:14][C:15]([C:23]5[CH:28]=[CH:27][C:26]([Cl:29])=[CH:25][CH:24]=5)=[C:16]([C:17]5[CH:22]=[CH:21][N:20]=[CH:19][CH:18]=5)[C:11]4=[N:10]3)=[N:6][CH:7]=2)[CH:36]=[CH:35][CH:34]=[N:33]1, predict the reactants needed to synthesize it. (4) Given the product [CH3:13][NH:14][C:2]1[C:7]([CH:8]=[O:9])=[CH:6][N:5]=[C:4]2[CH:10]=[CH:11][S:12][C:3]=12, predict the reactants needed to synthesize it. The reactants are: Cl[C:2]1[C:7]([CH:8]=[O:9])=[CH:6][N:5]=[C:4]2[CH:10]=[CH:11][S:12][C:3]=12.[CH3:13][NH2:14].Cl.[OH-].[Na+].C([O-])(O)=O.[Na+]. (5) Given the product [CH3:14][O:15][CH:16]([O:19][CH3:20])/[CH:17]=[C:9](/[S:7]([C:1]1[CH:2]=[CH:3][CH:4]=[CH:5][CH:6]=1)=[O:8])\[C:10]([O:12][CH3:13])=[O:11], predict the reactants needed to synthesize it. The reactants are: [C:1]1([S:7]([CH2:9][C:10]([O:12][CH3:13])=[O:11])=[O:8])[CH:6]=[CH:5][CH:4]=[CH:3][CH:2]=1.[CH3:14][O:15][CH:16]([O:19][CH3:20])[CH:17]=O.N1CCCCC1. (6) Given the product [Cl:1][C:2]1[CH:3]=[C:4]([CH:17]=[CH:18][C:19]=1[O:20][CH3:21])[C:5]([NH:7][C:8]1[CH:16]=[CH:15][CH:14]=[CH:13][C:9]=1[C:10]([NH:30][CH2:22][CH2:23][C:24]1[CH:29]=[CH:28][CH:27]=[CH:26][CH:25]=1)=[O:12])=[O:6], predict the reactants needed to synthesize it. The reactants are: [Cl:1][C:2]1[CH:3]=[C:4]([CH:17]=[CH:18][C:19]=1[O:20][CH3:21])[C:5]([NH:7][C:8]1[CH:16]=[CH:15][CH:14]=[CH:13][C:9]=1[C:10]([OH:12])=O)=[O:6].[CH2:22]([NH2:30])[CH2:23][C:24]1[CH:29]=[CH:28][CH:27]=[CH:26][CH:25]=1.C(N(C(C)C)CC)(C)C.CCN=C=NCCCN(C)C.CN([P+](ON1N=NC2C=CC=CC1=2)(N(C)C)N(C)C)C.F[P-](F)(F)(F)(F)F.